Dataset: Catalyst prediction with 721,799 reactions and 888 catalyst types from USPTO. Task: Predict which catalyst facilitates the given reaction. Reactant: [NH:1]1[C:9]2[C:4](=[CH:5][CH:6]=[C:7]([CH:10]=[O:11])[CH:8]=2)[CH:3]=[CH:2]1.N1C=CC=CC=1.[C:18](OC(=O)C)(=[O:20])[CH3:19]. Product: [C:18]([N:1]1[C:9]2[C:4](=[CH:5][CH:6]=[C:7]([CH:10]=[O:11])[CH:8]=2)[CH:3]=[CH:2]1)(=[O:20])[CH3:19]. The catalyst class is: 96.